This data is from Forward reaction prediction with 1.9M reactions from USPTO patents (1976-2016). The task is: Predict the product of the given reaction. (1) Given the reactants Cl.Cl[C:3]1[C:12]2[C:7](=[CH:8][C:9]([O:15][CH3:16])=[C:10]([O:13][CH3:14])[CH:11]=2)[N:6]=[N:5][CH:4]=1.[F:17][C:18]1[CH:24]=[C:23]([CH3:25])[C:22]([OH:26])=[CH:21][C:19]=1[NH2:20], predict the reaction product. The product is: [F:17][C:18]1[CH:24]=[C:23]([CH3:25])[C:22]([OH:26])=[CH:21][C:19]=1[NH:20][C:3]1[C:12]2[C:7](=[CH:8][C:9]([O:15][CH3:16])=[C:10]([O:13][CH3:14])[CH:11]=2)[N:6]=[N:5][CH:4]=1. (2) Given the reactants [CH:1]([C:3]1[CH:4]=[C:5]([CH2:9][N:10]2[CH2:15][CH2:14][N:13]([C:16]3[C:21]([C:22]([O:24][CH:25]([CH3:27])[CH3:26])=[O:23])=[CH:20][CH:19]=[CH:18][N:17]=3)[CH2:12][CH2:11]2)[CH:6]=[CH:7][CH:8]=1)=O.[Cl:28][C:29]1[CH:34]=[CH:33][CH:32]=[C:31]([F:35])[C:30]=1[CH2:36][NH:37][CH2:38][CH3:39].C(O)(=O)C.C(O[BH-](OC(=O)C)OC(=O)C)(=O)C.[Na+], predict the reaction product. The product is: [Cl:28][C:29]1[CH:34]=[CH:33][CH:32]=[C:31]([F:35])[C:30]=1[CH2:36][N:37]([CH2:1][C:3]1[CH:4]=[C:5]([CH2:9][N:10]2[CH2:11][CH2:12][N:13]([C:16]3[C:21]([C:22]([O:24][CH:25]([CH3:27])[CH3:26])=[O:23])=[CH:20][CH:19]=[CH:18][N:17]=3)[CH2:14][CH2:15]2)[CH:6]=[CH:7][CH:8]=1)[CH2:38][CH3:39]. (3) Given the reactants [OH:1][C@H:2]1[O:10][C@H:9]([CH2:11][OH:12])[C@@H:7](O)[C@H:5]([OH:6])[C@H:3]1O.[C:13]([O:16][C:17](=[O:19])[CH3:18])(=[O:15])[CH3:14], predict the reaction product. The product is: [C:13]([O:16][C@H:17]1[O:19][C@H:7]([CH2:5][O:6][C:11](=[O:12])[CH3:9])[C@@H:9]([O:10][C:2](=[O:1])[CH3:3])[C@H:11]([O:12][C:5](=[O:6])[CH3:7])[C@H:18]1[O:10][C:2](=[O:1])[CH3:3])(=[O:15])[CH3:14]. (4) Given the reactants [F:1][C:2]1[CH:7]=[CH:6][C:5]([C:8]2[O:9][C:10]([C:16]3[CH:20]=[CH:19][S:18][CH:17]=3)=[C:11]([CH2:13][CH2:14][OH:15])[N:12]=2)=[CH:4][CH:3]=1.[CH3:21][S:22](Cl)(=[O:24])=[O:23].C(N(CC)CC)C.O, predict the reaction product. The product is: [F:1][C:2]1[CH:7]=[CH:6][C:5]([C:8]2[O:9][C:10]([C:16]3[CH:20]=[CH:19][S:18][CH:17]=3)=[C:11]([CH2:13][CH2:14][O:15][S:22]([CH3:21])(=[O:24])=[O:23])[N:12]=2)=[CH:4][CH:3]=1. (5) Given the reactants [C:1]([N:8]1[CH2:15][C@H:14]([OH:16])[CH2:13][C@H:9]1[C:10]([OH:12])=[O:11])([O:3][C:4]([CH3:7])([CH3:6])[CH3:5])=[O:2].Cl[C:18]1[N:19]=[C:20]2[C:25](=[C:26]3[C:31]=1[CH:30]=[CH:29][CH:28]=[CH:27]3)[CH:24]=[CH:23][CH:22]=[CH:21]2.CC(C)([O-])C.[Na+], predict the reaction product. The product is: [C:4]([O:3][C:1]([N:8]1[CH2:15][C@H:14]([O:16][C:18]2[N:19]=[C:20]3[C:25](=[C:26]4[C:31]=2[CH:30]=[CH:29][CH:28]=[CH:27]4)[CH:24]=[CH:23][CH:22]=[CH:21]3)[CH2:13][C@H:9]1[C:10]([OH:12])=[O:11])=[O:2])([CH3:7])([CH3:6])[CH3:5]. (6) Given the reactants [CH2:1]([NH:3][C@@H:4]1[C:13]2[N:12]=[CH:11][CH:10]=[CH:9][C:8]=2[CH2:7][CH2:6][CH2:5]1)[CH3:2].[CH3:14][N:15]1[CH2:20][CH2:19][N:18]([C:21]2[C:29]3[N:28]=[C:27]([CH:30]=O)[NH:26][C:25]=3[CH:24]=[CH:23][CH:22]=2)[CH2:17][CH2:16]1, predict the reaction product. The product is: [CH2:1]([N:3]([CH2:30][C:27]1[NH:26][C:25]2[CH:24]=[CH:23][CH:22]=[C:21]([N:18]3[CH2:17][CH2:16][N:15]([CH3:14])[CH2:20][CH2:19]3)[C:29]=2[N:28]=1)[C@@H:4]1[C:13]2[N:12]=[CH:11][CH:10]=[CH:9][C:8]=2[CH2:7][CH2:6][CH2:5]1)[CH3:2]. (7) Given the reactants [Li+].C[Si]([N-][Si](C)(C)C)(C)C.[Br:11][C:12]1[CH:17]=[CH:16][N:15]=[C:14](F)[CH:13]=1.[CH:19]1([C:23]#[N:24])[CH2:22][CH2:21][CH2:20]1, predict the reaction product. The product is: [Br:11][C:12]1[CH:17]=[CH:16][N:15]=[C:14]([C:19]2([C:23]#[N:24])[CH2:22][CH2:21][CH2:20]2)[CH:13]=1.